Dataset: Full USPTO retrosynthesis dataset with 1.9M reactions from patents (1976-2016). Task: Predict the reactants needed to synthesize the given product. (1) Given the product [Cl:14][C:15]1[CH:16]=[C:17]([CH:23]=[CH:24][CH:25]=1)[CH2:18][S:19][CH2:20][CH2:21][NH:22][C:5](=[O:6])[C:4]1[C:3]([O:2][CH3:1])=[CH:11][CH:10]=[CH:9][C:8]=1[O:12][CH3:13], predict the reactants needed to synthesize it. The reactants are: [CH3:1][O:2][C:3]1[CH:11]=[CH:10][CH:9]=[C:8]([O:12][CH3:13])[C:4]=1[C:5](Cl)=[O:6].[Cl:14][C:15]1[CH:16]=[C:17]([CH:23]=[CH:24][CH:25]=1)[CH2:18][S:19][CH2:20][CH2:21][NH2:22]. (2) Given the product [F:1][C:2]1[C:22]([F:23])=[C:21]([O:24][CH3:25])[CH:20]=[CH:19][C:3]=1[CH2:4][CH:5]([NH:6][C:7]([NH:51][C@H:52]1[CH2:57][CH2:56][C@H:55]([OH:58])[CH2:54][CH2:53]1)=[O:18])[C:9]1[NH:8][C:12]2[CH:13]=[CH:14][C:15]([F:17])=[CH:16][C:11]=2[N:10]=1, predict the reactants needed to synthesize it. The reactants are: [F:1][C:2]1[C:22]([F:23])=[C:21]([O:24][CH3:25])[CH:20]=[CH:19][C:3]=1[CH2:4][CH:5]1[C:9]2=[N:10][C:11]3[CH:16]=[C:15]([F:17])[CH:14]=[CH:13][C:12]=3[N:8]2[C:7](=[O:18])[NH:6]1.FC1C(F)=C(OC)C=CC=1CC1C2=NC3C=CC(F)=CC=3N2C(=O)N1.[NH2:51][C@H:52]1[CH2:57][CH2:56][C@H:55]([OH:58])[CH2:54][CH2:53]1. (3) Given the product [F:1][C:2]1[CH:10]=[CH:9][CH:8]=[C:7]([F:11])[C:3]=1[C:4]([NH:20][CH2:19][CH2:18][S:17][CH2:16][C:15]1[CH:21]=[CH:22][CH:23]=[C:13]([F:12])[CH:14]=1)=[O:5], predict the reactants needed to synthesize it. The reactants are: [F:1][C:2]1[CH:10]=[CH:9][CH:8]=[C:7]([F:11])[C:3]=1[C:4](Cl)=[O:5].[F:12][C:13]1[CH:14]=[C:15]([CH:21]=[CH:22][CH:23]=1)[CH2:16][S:17][CH2:18][CH2:19][NH2:20]. (4) The reactants are: Br[C:2]1[CH:7]=[CH:6][C:5]([C@@H:8]([C:22]2[N:23]=[N:24][N:25]([CH3:27])[CH:26]=2)[NH:9][C:10](=[O:21])[CH2:11][C:12]2[CH:17]=[CH:16][C:15]([CH:18]3[CH2:20][CH2:19]3)=[CH:14][CH:13]=2)=[CH:4][CH:3]=1.[CH2:28](B(O)O)[CH2:29][CH3:30].C(=O)([O-])[O-].[K+].[K+]. Given the product [CH:18]1([C:15]2[CH:16]=[CH:17][C:12]([CH2:11][C:10]([NH:9][C@H:8]([C:22]3[N:23]=[N:24][N:25]([CH3:27])[CH:26]=3)[C:5]3[CH:6]=[CH:7][C:2]([CH2:28][CH2:29][CH3:30])=[CH:3][CH:4]=3)=[O:21])=[CH:13][CH:14]=2)[CH2:20][CH2:19]1, predict the reactants needed to synthesize it. (5) Given the product [C:4]([C:3]1[CH:6]=[C:7]([Cl:10])[CH:8]=[CH:9][C:2]=1[NH:1][C:23](=[O:24])[CH2:22][C:17]1([C:14]2[CH:15]=[CH:16][N:11]=[CH:12][CH:13]=2)[NH:21][CH:20]=[CH:19][S:18]1)#[N:5], predict the reactants needed to synthesize it. The reactants are: [NH2:1][C:2]1[CH:9]=[CH:8][C:7]([Cl:10])=[CH:6][C:3]=1[C:4]#[N:5].[N:11]1[CH:16]=[CH:15][C:14]([C:17]2([CH2:22][C:23](O)=[O:24])[NH:21][CH:20]=[CH:19][S:18]2)=[CH:13][CH:12]=1. (6) Given the product [C:11]([O-:14])(=[O:12])/[CH:18]=[CH:17]/[C:23]([O-:9])=[O:1].[C:11]([OH:14])(=[O:12])/[CH:18]=[CH:17]/[C:23]([OH:9])=[O:1], predict the reactants needed to synthesize it. The reactants are: [OH2:1].C1(B(O)[OH:9])C=CC=CC=1.[C:11]([O-:14])([O-])=[O:12].[Na+].[Na+].[C:17]1([CH3:23])C=CC=C[CH:18]=1.